From a dataset of Catalyst prediction with 721,799 reactions and 888 catalyst types from USPTO. Predict which catalyst facilitates the given reaction. Reactant: [CH2:1]([O:3][C:4](=[O:29])[CH2:5][O:6][C:7]1[CH:12]=[CH:11][C:10]([O:13]CC=C)=[CH:9][C:8]=1[C:17](=[O:28])[NH:18][CH2:19][C:20]1[CH:25]=[CH:24][C:23]([Br:26])=[CH:22][C:21]=1[F:27])[CH3:2].O1CCOCC1.N1CCCC1. Product: [CH2:1]([O:3][C:4](=[O:29])[CH2:5][O:6][C:7]1[CH:12]=[CH:11][C:10]([OH:13])=[CH:9][C:8]=1[C:17](=[O:28])[NH:18][CH2:19][C:20]1[CH:25]=[CH:24][C:23]([Br:26])=[CH:22][C:21]=1[F:27])[CH3:2]. The catalyst class is: 13.